From a dataset of Reaction yield outcomes from USPTO patents with 853,638 reactions. Predict the reaction yield, written as a fraction of the theoretical maximum amount of product (1.0 means a 100% yield; for example, 0.34 means a 34% yield). (1) The reactants are [C:1]([NH:3][C:4](=[N:12][C:13]1[CH:18]=[CH:17][C:16]([N:19]2[CH2:24][CH2:23][O:22][CH2:21][CH2:20]2)=[CH:15][CH:14]=1)OC1C=CC=CC=1)#[N:2].[CH3:25][N:26]1[CH2:31][CH2:30][N:29]([C:32]2[N:37]=[C:36]([NH:38][NH2:39])[CH:35]=[CH:34][N:33]=2)[CH2:28][CH2:27]1. The catalyst is CN1CCCC1=O. The product is [CH3:25][N:26]1[CH2:31][CH2:30][N:29]([C:32]2[N:37]=[C:36]([N:38]3[C:1]([NH2:2])=[N:3][C:4]([NH:12][C:13]4[CH:14]=[CH:15][C:16]([N:19]5[CH2:20][CH2:21][O:22][CH2:23][CH2:24]5)=[CH:17][CH:18]=4)=[N:39]3)[CH:35]=[CH:34][N:33]=2)[CH2:28][CH2:27]1. The yield is 0.0200. (2) The reactants are [NH2:1][C:2]1[N:7]=[CH:6][N:5]=[C:4]2[N:8]([C@@H:12]3[CH2:17][CH2:16][CH2:15][N:14]([C:18]([O:20][C:21]([CH3:24])([CH3:23])[CH3:22])=[O:19])[CH2:13]3)[N:9]=[C:10](I)[C:3]=12.[Cl-].B([C:29]1[CH:34]=[CH:33][C:32]([NH3+:35])=[CH:31][CH:30]=1)(O)O.COCCOC.C(=O)([O-])[O-].[Na+].[Na+]. The catalyst is C1C=CC([P]([Pd]([P](C2C=CC=CC=2)(C2C=CC=CC=2)C2C=CC=CC=2)([P](C2C=CC=CC=2)(C2C=CC=CC=2)C2C=CC=CC=2)[P](C2C=CC=CC=2)(C2C=CC=CC=2)C2C=CC=CC=2)(C2C=CC=CC=2)C2C=CC=CC=2)=CC=1.O. The product is [NH2:1][C:2]1[N:7]=[CH:6][N:5]=[C:4]2[N:8]([C@@H:12]3[CH2:17][CH2:16][CH2:15][N:14]([C:18]([O:20][C:21]([CH3:24])([CH3:23])[CH3:22])=[O:19])[CH2:13]3)[N:9]=[C:10]([C:29]3[CH:34]=[CH:33][C:32]([NH2:35])=[CH:31][CH:30]=3)[C:3]=12. The yield is 0.810. (3) The reactants are [O:1]1[CH2:5][CH2:4][O:3][CH:2]1[C:6]1[CH:15]=[C:14]2[C:9]([C:10](=[O:21])[C:11]([C:16]([O:18][CH2:19][CH3:20])=[O:17])=[CH:12][NH:13]2)=[CH:8][CH:7]=1.[C:22](=O)([O-])[O-].[K+].[K+].IC. The catalyst is CN(C=O)C. The product is [O:1]1[CH2:5][CH2:4][O:3][CH:2]1[C:6]1[CH:15]=[C:14]2[C:9]([C:10](=[O:21])[C:11]([C:16]([O:18][CH2:19][CH3:20])=[O:17])=[CH:12][N:13]2[CH3:22])=[CH:8][CH:7]=1. The yield is 0.950. (4) The reactants are [OH:1][C:2]1[N:11]=[CH:10][C:9]2[CH2:8][CH2:7][C:6]3[C:12]([C:16]([O:18][CH2:19][CH3:20])=[O:17])=[N:13][N:14]([CH3:15])[C:5]=3[C:4]=2[N:3]=1.C(N(CC)CC)C.[S:28](O[S:28]([C:31]([F:34])([F:33])[F:32])(=[O:30])=[O:29])([C:31]([F:34])([F:33])[F:32])(=[O:30])=[O:29]. The catalyst is ClCCl. The product is [CH3:15][N:14]1[C:5]2[C:4]3[N:3]=[C:2]([O:1][S:28]([C:31]([F:34])([F:33])[F:32])(=[O:30])=[O:29])[N:11]=[CH:10][C:9]=3[CH2:8][CH2:7][C:6]=2[C:12]([C:16]([O:18][CH2:19][CH3:20])=[O:17])=[N:13]1. The yield is 0.670. (5) The reactants are C([N:8]1[CH2:13][CH2:12][N:11]([C:14]2[N:19]=[C:18]([NH:20][C:21]3[CH:26]=[CH:25][C:24]([CH3:27])=[CH:23][CH:22]=3)[CH:17]=[C:16]([N:28]3[CH2:33][CH2:32][CH2:31][CH2:30][CH2:29]3)[N:15]=2)[CH2:10][CH2:9]1)C1C=CC=CC=1.C([O-])=O.[NH4+]. The catalyst is CO.[Pd]. The product is [CH3:27][C:24]1[CH:23]=[CH:22][C:21]([NH:20][C:18]2[CH:17]=[C:16]([N:28]3[CH2:29][CH2:30][CH2:31][CH2:32][CH2:33]3)[N:15]=[C:14]([N:11]3[CH2:10][CH2:9][NH:8][CH2:13][CH2:12]3)[N:19]=2)=[CH:26][CH:25]=1. The yield is 0.660.